From a dataset of Full USPTO retrosynthesis dataset with 1.9M reactions from patents (1976-2016). Predict the reactants needed to synthesize the given product. Given the product [Cl:1][C:2]1[C:7]([C:8]2[CH:13]=[CH:12][CH:11]=[CH:10][CH:9]=2)=[N:6][N:5]=[C:4]2[N:14]([CH3:24])[N:15]=[C:16]([C:17]3[CH:22]=[CH:21][C:20]([F:25])=[CH:19][CH:18]=3)[C:3]=12, predict the reactants needed to synthesize it. The reactants are: [Cl:1][C:2]1[C:7]([C:8]2[CH:13]=[CH:12][CH:11]=[CH:10][CH:9]=2)=[N:6][N:5]=[C:4]2[N:14]([CH3:24])[N:15]=[C:16]([C:17]3[CH:22]=[CH:21][CH:20]=[CH:19][C:18]=3Cl)[C:3]=12.[F:25]C1C=CC(C2C=C(N)N(C)N=2)=CC=1.